Predict the product of the given reaction. From a dataset of Forward reaction prediction with 1.9M reactions from USPTO patents (1976-2016). Given the reactants C(C1C=C(O)C(=CC=1)O)(C)(C)C.S(Cl)([Cl:15])=O.CN(C)C=O.[CH2:22]=[CH:23][C:24]1[CH:29]=[CH:28][C:27]([S:30]([O-:33])(=O)=[O:31])=[CH:26][CH:25]=1.[Na+], predict the reaction product. The product is: [CH2:22]=[CH:23][C:24]1[CH:29]=[CH:28][C:27]([S:30]([Cl:15])(=[O:33])=[O:31])=[CH:26][CH:25]=1.